Dataset: Catalyst prediction with 721,799 reactions and 888 catalyst types from USPTO. Task: Predict which catalyst facilitates the given reaction. (1) Reactant: [CH3:1][N:2]1[CH2:8][CH2:7][CH2:6][N:5]([C:9]2[CH:14]=[CH:13][C:12]([N+:15]([O-])=O)=[CH:11][N:10]=2)[CH2:4][CH2:3]1. Product: [CH3:1][N:2]1[CH2:8][CH2:7][CH2:6][N:5]([C:9]2[N:10]=[CH:11][C:12]([NH2:15])=[CH:13][CH:14]=2)[CH2:4][CH2:3]1. The catalyst class is: 63. (2) Reactant: [CH2:1]([O:3][C:4]([C:6]1[CH:10]=[C:9]([CH3:11])[N:8]([C:12]2[CH:20]=[CH:19][C:18]([N+:21]([O-:23])=[O:22])=[CH:17][C:13]=2[C:14]([OH:16])=O)[N:7]=1)=[O:5])[CH3:2].[CH2:24]1[C:33]2[C:28](=[CH:29][CH:30]=[CH:31][CH:32]=2)[CH2:27][C@@H:26]([CH2:34][OH:35])[NH:25]1.CCN=C=NCCCN(C)C.Cl.C1C=CC2N(O)N=NC=2C=1. Product: [OH:35][CH2:34][C@@H:26]1[CH2:27][C:28]2[C:33](=[CH:32][CH:31]=[CH:30][CH:29]=2)[CH2:24][N:25]1[C:14]([C:13]1[CH:17]=[C:18]([N+:21]([O-:23])=[O:22])[CH:19]=[CH:20][C:12]=1[N:8]1[C:9]([CH3:11])=[CH:10][C:6]([C:4]([O:3][CH2:1][CH3:2])=[O:5])=[N:7]1)=[O:16]. The catalyst class is: 18. (3) Reactant: [NH2:1][C:2]1[C:10]2[C:9]([C:11]([OH:13])=O)=[CH:8][C:7]([CH3:14])=[N:6][C:5]=2[S:4][C:3]=1[C:15](=[O:17])[NH2:16].[NH:18]1[CH2:23][CH2:22][O:21][CH2:20][CH2:19]1.C1CN([P+](ON2N=NC3C=CC=CC2=3)(N2CCCC2)N2CCCC2)CC1.F[P-](F)(F)(F)(F)F. Product: [NH2:1][C:2]1[C:10]2[C:5](=[N:6][C:7]([CH3:14])=[CH:8][C:9]=2[C:11]([N:18]2[CH2:23][CH2:22][O:21][CH2:20][CH2:19]2)=[O:13])[S:4][C:3]=1[C:15]([NH2:16])=[O:17]. The catalyst class is: 18. (4) Reactant: Br[NH-].Br[CH2:4][C@@:5]([OH:22])([CH3:21])[C:6]([NH:8][C:9]1[CH:14]=[CH:13][C:12]([C:15]#[N:16])=[C:11]([C:17]([F:20])([F:19])[F:18])[CH:10]=1)=[O:7].C([O-])([O-])=O.[K+].[K+].[Cl:29][C:30]1[CH:35]=[CH:34][C:33]([OH:36])=[CH:32][C:31]=1[F:37]. Product: [Cl:29][C:30]1[CH:35]=[CH:34][C:33]([O:36][CH2:4][C@@:5]([OH:22])([CH3:21])[C:6]([NH:8][C:9]2[CH:14]=[CH:13][C:12]([C:15]#[N:16])=[C:11]([C:17]([F:20])([F:19])[F:18])[CH:10]=2)=[O:7])=[CH:32][C:31]=1[F:37]. The catalyst class is: 378. (5) Reactant: [C:1]([C:4]1[CH:9]=[CH:8][C:7]([C:10]2[N:14]3[CH:15]=[C:16]([C:19]4[CH:29]=[CH:28][C:22]([C:23]([O:25]CC)=[O:24])=[CH:21][CH:20]=4)[N:17]=[CH:18][C:13]3=[N:12][CH:11]=2)=[CH:6][CH:5]=1)(=[O:3])[NH2:2].O[Li].O. Product: [C:1]([C:4]1[CH:5]=[CH:6][C:7]([C:10]2[N:14]3[CH:15]=[C:16]([C:19]4[CH:29]=[CH:28][C:22]([C:23]([OH:25])=[O:24])=[CH:21][CH:20]=4)[N:17]=[CH:18][C:13]3=[N:12][CH:11]=2)=[CH:8][CH:9]=1)(=[O:3])[NH2:2]. The catalyst class is: 36.